This data is from Reaction yield outcomes from USPTO patents with 853,638 reactions. The task is: Predict the reaction yield, written as a fraction of the theoretical maximum amount of product (1.0 means a 100% yield; for example, 0.34 means a 34% yield). The reactants are [Cl-].O[NH3+:3].[C:4](=[O:7])([O-])[OH:5].[Na+].CS(C)=O.[CH3:13][O:14][C:15]1[CH:16]=[C:17]([CH:46]=[CH:47][C:48]=1[O:49][CH3:50])[O:18][C:19]1[C:24](=[O:25])[N:23]([CH2:26][C:27]2[CH:32]=[CH:31][C:30]([C:33]3[C:34]([C:39]#[N:40])=[CH:35][CH:36]=[CH:37][CH:38]=3)=[CH:29][CH:28]=2)[C:22]([CH2:41][CH2:42][CH3:43])=[N:21][C:20]=1[CH2:44][CH3:45]. The catalyst is C(OCC)(=O)C. The product is [CH3:13][O:14][C:15]1[CH:16]=[C:17]([CH:46]=[CH:47][C:48]=1[O:49][CH3:50])[O:18][C:19]1[C:24](=[O:25])[N:23]([CH2:26][C:27]2[CH:28]=[CH:29][C:30]([C:33]3[CH:38]=[CH:37][CH:36]=[CH:35][C:34]=3[C:39]3[NH:3][C:4](=[O:7])[O:5][N:40]=3)=[CH:31][CH:32]=2)[C:22]([CH2:41][CH2:42][CH3:43])=[N:21][C:20]=1[CH2:44][CH3:45]. The yield is 0.770.